From a dataset of Forward reaction prediction with 1.9M reactions from USPTO patents (1976-2016). Predict the product of the given reaction. (1) Given the reactants [CH3:1][O:2][C:3]1[CH:40]=[CH:39][C:6]([CH2:7][N:8]([CH2:30][C:31]2[CH:36]=[CH:35][C:34]([O:37][CH3:38])=[CH:33][CH:32]=2)[C:9]2[N:14]=[CH:13][C:12]([C:15]3[C:16]4[CH2:29][CH2:28][NH:27][C:17]=4[N:18]=[C:19]([N:21]4[CH2:26][CH2:25][O:24][CH2:23][CH2:22]4)[N:20]=3)=[CH:11][N:10]=2)=[CH:5][CH:4]=1.Br[C:42]1[CH:50]=[CH:49][C:45]([C:46]([OH:48])=[O:47])=[CH:44][C:43]=1[F:51].CC(C1C=C(C(C)C)C(C2C=CC=CC=2P(C2CCCCC2)C2CCCCC2)=C(C(C)C)C=1)C.P([O-])([O-])([O-])=O.[K+].[K+].[K+].Cl, predict the reaction product. The product is: [CH3:38][O:37][C:34]1[CH:33]=[CH:32][C:31]([CH2:30][N:8]([CH2:7][C:6]2[CH:5]=[CH:4][C:3]([O:2][CH3:1])=[CH:40][CH:39]=2)[C:9]2[N:10]=[CH:11][C:12]([C:15]3[C:16]4[CH2:29][CH2:28][N:27]([C:42]5[CH:50]=[CH:49][C:45]([C:46]([OH:48])=[O:47])=[CH:44][C:43]=5[F:51])[C:17]=4[N:18]=[C:19]([N:21]4[CH2:26][CH2:25][O:24][CH2:23][CH2:22]4)[N:20]=3)=[CH:13][N:14]=2)=[CH:36][CH:35]=1. (2) Given the reactants [C:1]([O:4][C@@H:5]1[C@@H:10]([CH3:11])[CH2:9][C@@H:8]([C:12]2[CH:17]=[CH:16][N:15]=[CH:14][C:13]=2[NH2:18])[CH2:7][C@H:6]1[NH:19][C:20]([O:22][C:23]([CH3:26])([CH3:25])[CH3:24])=[O:21])(=[O:3])[CH3:2].[C:27](N1C=CN=C1)(N1C=CN=C1)=[S:28], predict the reaction product. The product is: [C:1]([O:4][C@@H:5]1[C@@H:10]([CH3:11])[CH2:9][C@@H:8]([C:12]2[CH:17]=[CH:16][N:15]=[CH:14][C:13]=2[N:18]=[C:27]=[S:28])[CH2:7][C@H:6]1[NH:19][C:20]([O:22][C:23]([CH3:25])([CH3:24])[CH3:26])=[O:21])(=[O:3])[CH3:2]. (3) Given the reactants [CH2:1]([NH:8][C:9]([NH:11][N:12]([C:14]([CH3:19])([CH3:18])[C:15]([OH:17])=O)[CH3:13])=[O:10])[C:2]1[CH:7]=[CH:6][CH:5]=[CH:4][CH:3]=1.[NH2:20][C@@H:21]([CH2:44][C:45]1[CH:50]=[CH:49][C:48]([O:51][C:52]([CH3:55])([CH3:54])[CH3:53])=[CH:47][CH:46]=1)[C:22]([N:24]([CH2:36][CH:37]([O:41][CH2:42][CH3:43])[O:38][CH2:39][CH3:40])[CH2:25][C:26]1[C:35]2[C:30](=[CH:31][CH:32]=[CH:33][CH:34]=2)[CH:29]=[CH:28][CH:27]=1)=[O:23], predict the reaction product. The product is: [CH2:1]([NH:8][C:9]([NH:11][N:12]([C:14]([CH3:19])([CH3:18])[C:15]([NH:20][C@@H:21]([CH2:44][C:45]1[CH:50]=[CH:49][C:48]([O:51][C:52]([CH3:54])([CH3:53])[CH3:55])=[CH:47][CH:46]=1)[C:22]([N:24]([CH2:36][CH:37]([O:41][CH2:42][CH3:43])[O:38][CH2:39][CH3:40])[CH2:25][C:26]1[C:35]2[C:30](=[CH:31][CH:32]=[CH:33][CH:34]=2)[CH:29]=[CH:28][CH:27]=1)=[O:23])=[O:17])[CH3:13])=[O:10])[C:2]1[CH:3]=[CH:4][CH:5]=[CH:6][CH:7]=1. (4) Given the reactants [I:1][C:2]1[CH:3]=[N:4][C:5]2[C:10]([C:11]=1O)=[CH:9][CH:8]=[CH:7][CH:6]=2.P(Cl)(Cl)([Cl:15])=O.[OH-].[Na+], predict the reaction product. The product is: [Cl:15][C:11]1[C:10]2[C:5](=[CH:6][CH:7]=[CH:8][CH:9]=2)[N:4]=[CH:3][C:2]=1[I:1]. (5) Given the reactants [Cl:1][C:2]1[CH:7]=[C:6]([N+:8]([O-:10])=[O:9])[CH:5]=[C:4]([Cl:11])[C:3]=1F.[F:13][C:14]([F:23])([F:22])[C:15]1[CH:20]=[CH:19][CH:18]=[CH:17][C:16]=1[SH:21].C(=O)([O-])[O-].[K+].[K+], predict the reaction product. The product is: [Cl:1][C:2]1[CH:7]=[C:6]([N+:8]([O-:10])=[O:9])[CH:5]=[C:4]([Cl:11])[C:3]=1[S:21][C:16]1[CH:17]=[CH:18][CH:19]=[CH:20][C:15]=1[C:14]([F:13])([F:22])[F:23]. (6) Given the reactants [Cl:1][C:2]1[CH:27]=[CH:26][C:5]([O:6][C:7]2[CH:12]=[CH:11][N:10]=[C:9]3[N:13]([CH2:17][C:18]4[CH:23]=[CH:22][C:21]([O:24][CH3:25])=[CH:20][CH:19]=4)[N:14]=[C:15](I)[C:8]=23)=[CH:4][CH:3]=1.[NH2:28][C@@H:29]1[CH2:33][CH2:32][N:31]([C:34]([O:36][C:37]([CH3:40])([CH3:39])[CH3:38])=[O:35])[CH2:30]1.N1CCC[C@H]1C(O)=O.C([O-])([O-])=O.[K+].[K+], predict the reaction product. The product is: [Cl:1][C:2]1[CH:27]=[CH:26][C:5]([O:6][C:7]2[CH:12]=[CH:11][N:10]=[C:9]3[N:13]([CH2:17][C:18]4[CH:23]=[CH:22][C:21]([O:24][CH3:25])=[CH:20][CH:19]=4)[N:14]=[C:15]([NH:28][C@@H:29]4[CH2:33][CH2:32][N:31]([C:34]([O:36][C:37]([CH3:40])([CH3:39])[CH3:38])=[O:35])[CH2:30]4)[C:8]=23)=[CH:4][CH:3]=1.